Predict the reaction yield, written as a fraction of the theoretical maximum amount of product (1.0 means a 100% yield; for example, 0.34 means a 34% yield). From a dataset of Reaction yield outcomes from USPTO patents with 853,638 reactions. (1) The reactants are [F:1][C:2]1[CH:3]=[C:4]2[C:9](=[CH:10][CH:11]=1)[N:8]=[CH:7][CH:6]=[C:5]2[O:12][CH:13]1[CH2:18][CH2:17][N:16]([CH:19]([CH:25]([CH3:27])[CH3:26])[C:20]([O:22]CC)=[O:21])[CH2:15][CH2:14]1.Cl. No catalyst specified. The product is [F:1][C:2]1[CH:3]=[C:4]2[C:9](=[CH:10][CH:11]=1)[N:8]=[CH:7][CH:6]=[C:5]2[O:12][CH:13]1[CH2:18][CH2:17][N:16]([CH:19]([CH:25]([CH3:27])[CH3:26])[C:20]([OH:22])=[O:21])[CH2:15][CH2:14]1. The yield is 0.770. (2) The reactants are [NH:1]1[CH2:6][CH2:5][CH:4]([CH2:7][N:8]2[C:16]3[C:11](=[CH:12][CH:13]=[CH:14][CH:15]=3)[C:10]3([C:20]4=[CH:21][C:22]5[O:26][CH2:25][O:24][C:23]=5[CH:27]=[C:19]4[O:18][CH2:17]3)[C:9]2=[O:28])[CH2:3][CH2:2]1.C=O.[C:31](O[BH-](OC(=O)C)OC(=O)C)(=O)C.[Na+].[Cl:45]C(Cl)C. The catalyst is ClCCl. The product is [ClH:45].[CH3:31][N:1]1[CH2:6][CH2:5][CH:4]([CH2:7][N:8]2[C:16]3[C:11](=[CH:12][CH:13]=[CH:14][CH:15]=3)[C:10]3([C:20]4=[CH:21][C:22]5[O:26][CH2:25][O:24][C:23]=5[CH:27]=[C:19]4[O:18][CH2:17]3)[C:9]2=[O:28])[CH2:3][CH2:2]1. The yield is 0.200.